From a dataset of Full USPTO retrosynthesis dataset with 1.9M reactions from patents (1976-2016). Predict the reactants needed to synthesize the given product. (1) Given the product [O:1]1[CH2:6][CH2:5][O:4][C:3]2[CH:7]=[C:8]([C:11]3[C:12]([CH3:29])=[C:13]([CH:26]=[CH:27][CH:28]=3)[CH2:14][O:15][C:16]3[C:23]([CH3:24])=[CH:22][C:19]([CH:20]=[O:21])=[C:18]([CH:17]=3)[O:25][CH2:31][C:32]3[CH:33]=[CH:34][C:35]([F:40])=[C:36]([CH:39]=3)[C:37]#[N:38])[CH:9]=[CH:10][C:2]1=2, predict the reactants needed to synthesize it. The reactants are: [O:1]1[CH2:6][CH2:5][O:4][C:3]2[CH:7]=[C:8]([C:11]3[C:12]([CH3:29])=[C:13]([CH:26]=[CH:27][CH:28]=3)[CH2:14][O:15][C:16]3[C:23]([CH3:24])=[CH:22][C:19]([CH:20]=[O:21])=[C:18]([OH:25])[CH:17]=3)[CH:9]=[CH:10][C:2]1=2.Br[CH2:31][C:32]1[CH:33]=[CH:34][C:35]([F:40])=[C:36]([CH:39]=1)[C:37]#[N:38].C(=O)([O-])[O-].[Cs+].[Cs+].O. (2) Given the product [Si:21]([O:28][CH2:29][CH2:30][NH:31][C:32]1[CH:33]=[CH:34][C:35]([NH:38][C:18]([C:13]2[C:12]([C:10]([NH:9][C:6]3[CH:5]=[CH:4][C:3]([C:1]#[N:2])=[CH:8][CH:7]=3)=[O:11])=[N:17][CH:16]=[CH:15][N:14]=2)=[O:20])=[CH:36][CH:37]=1)([C:24]([CH3:27])([CH3:26])[CH3:25])([CH3:23])[CH3:22], predict the reactants needed to synthesize it. The reactants are: [C:1]([C:3]1[CH:8]=[CH:7][C:6]([NH:9][C:10]([C:12]2[C:13]([C:18]([OH:20])=O)=[N:14][CH:15]=[CH:16][N:17]=2)=[O:11])=[CH:5][CH:4]=1)#[N:2].[Si:21]([O:28][CH2:29][CH2:30][NH:31][C:32]1[CH:37]=[CH:36][C:35]([NH2:38])=[CH:34][CH:33]=1)([C:24]([CH3:27])([CH3:26])[CH3:25])([CH3:23])[CH3:22]. (3) Given the product [CH3:27][N:28]([CH3:29])[C:2]1[C:7]([CH2:8][C:9]([O:11][CH3:12])=[O:10])=[C:6]([N:13]([CH3:15])[CH3:14])[N:5]=[C:4]([CH2:16][C:17]2[CH:22]=[CH:21][C:20]([N+:23]([O-:25])=[O:24])=[CH:19][CH:18]=2)[N:3]=1, predict the reactants needed to synthesize it. The reactants are: Cl[C:2]1[C:7]([CH2:8][C:9]([O:11][CH3:12])=[O:10])=[C:6]([N:13]([CH3:15])[CH3:14])[N:5]=[C:4]([CH2:16][C:17]2[CH:22]=[CH:21][C:20]([N+:23]([O-:25])=[O:24])=[CH:19][CH:18]=2)[N:3]=1.[Cl-].[CH3:27][NH2+:28][CH3:29].C(N(CC)C(C)C)(C)C.O.